This data is from Blood-brain barrier permeability classification from the B3DB database. The task is: Regression/Classification. Given a drug SMILES string, predict its absorption, distribution, metabolism, or excretion properties. Task type varies by dataset: regression for continuous measurements (e.g., permeability, clearance, half-life) or binary classification for categorical outcomes (e.g., BBB penetration, CYP inhibition). Dataset: b3db_classification. (1) The compound is NC(=O)C[S@@+]([O-])C(c1ccccc1)c1ccccc1. The result is 1 (penetrates BBB). (2) The compound is CCOC(=O)C1=CC(OC(CC)CC)C(NC(C)=O)C(N)C1. The result is 0 (does not penetrate BBB). (3) The compound is CN1CCC(=C2c3ccccc3CC(=O)c3sccc32)CC1. The result is 1 (penetrates BBB). (4) The drug is CC(C)C(=O)OCC(=O)[C@@]12O[C@H](C3CCCCC3)O[C@@H]1C[C@H]1[C@@H]3CCC4=CC(=O)C=C[C@]4(C)[C@H]3[C@@H](O)C[C@@]12C. The result is 1 (penetrates BBB).